Dataset: NCI-60 drug combinations with 297,098 pairs across 59 cell lines. Task: Regression. Given two drug SMILES strings and cell line genomic features, predict the synergy score measuring deviation from expected non-interaction effect. (1) Drug 1: C1=CC(=C2C(=C1NCCNCCO)C(=O)C3=C(C=CC(=C3C2=O)O)O)NCCNCCO. Drug 2: CN1C2=C(C=C(C=C2)N(CCCl)CCCl)N=C1CCCC(=O)O.Cl. Cell line: T-47D. Synergy scores: CSS=25.5, Synergy_ZIP=-8.65, Synergy_Bliss=-6.84, Synergy_Loewe=-15.4, Synergy_HSA=-4.53. (2) Drug 1: CC1=C(C=C(C=C1)NC2=NC=CC(=N2)N(C)C3=CC4=NN(C(=C4C=C3)C)C)S(=O)(=O)N.Cl. Drug 2: CCC1=CC2CC(C3=C(CN(C2)C1)C4=CC=CC=C4N3)(C5=C(C=C6C(=C5)C78CCN9C7C(C=CC9)(C(C(C8N6C)(C(=O)OC)O)OC(=O)C)CC)OC)C(=O)OC.C(C(C(=O)O)O)(C(=O)O)O. Cell line: EKVX. Synergy scores: CSS=47.4, Synergy_ZIP=11.5, Synergy_Bliss=9.21, Synergy_Loewe=-22.8, Synergy_HSA=8.76. (3) Drug 1: CC1OCC2C(O1)C(C(C(O2)OC3C4COC(=O)C4C(C5=CC6=C(C=C35)OCO6)C7=CC(=C(C(=C7)OC)O)OC)O)O. Drug 2: B(C(CC(C)C)NC(=O)C(CC1=CC=CC=C1)NC(=O)C2=NC=CN=C2)(O)O. Cell line: HCT116. Synergy scores: CSS=54.0, Synergy_ZIP=-3.90, Synergy_Bliss=-4.11, Synergy_Loewe=-1.77, Synergy_HSA=-1.68. (4) Drug 1: CC(CN1CC(=O)NC(=O)C1)N2CC(=O)NC(=O)C2. Drug 2: CC1OCC2C(O1)C(C(C(O2)OC3C4COC(=O)C4C(C5=CC6=C(C=C35)OCO6)C7=CC(=C(C(=C7)OC)O)OC)O)O. Cell line: SF-268. Synergy scores: CSS=45.0, Synergy_ZIP=13.7, Synergy_Bliss=13.6, Synergy_Loewe=10.3, Synergy_HSA=15.0. (5) Drug 1: C1=CC=C(C=C1)NC(=O)CCCCCCC(=O)NO. Drug 2: C1=CC=C(C(=C1)C(C2=CC=C(C=C2)Cl)C(Cl)Cl)Cl. Cell line: HCT-15. Synergy scores: CSS=-3.48, Synergy_ZIP=3.18, Synergy_Bliss=9.82, Synergy_Loewe=-1.81, Synergy_HSA=2.40. (6) Drug 1: C1=NC2=C(N1)C(=S)N=C(N2)N. Drug 2: COC1=NC(=NC2=C1N=CN2C3C(C(C(O3)CO)O)O)N. Cell line: HCT-15. Synergy scores: CSS=32.7, Synergy_ZIP=3.19, Synergy_Bliss=3.49, Synergy_Loewe=-34.5, Synergy_HSA=0.782. (7) Drug 1: C1CCC(C1)C(CC#N)N2C=C(C=N2)C3=C4C=CNC4=NC=N3. Drug 2: CC1=C2C(C(=O)C3(C(CC4C(C3C(C(C2(C)C)(CC1OC(=O)C(C(C5=CC=CC=C5)NC(=O)OC(C)(C)C)O)O)OC(=O)C6=CC=CC=C6)(CO4)OC(=O)C)O)C)O. Cell line: OVCAR-8. Synergy scores: CSS=60.6, Synergy_ZIP=14.1, Synergy_Bliss=13.5, Synergy_Loewe=-35.0, Synergy_HSA=12.0.